Task: Predict the reactants needed to synthesize the given product.. Dataset: Full USPTO retrosynthesis dataset with 1.9M reactions from patents (1976-2016) (1) Given the product [NH2:1][C:2]1[C:7]2[C:8]([C:11]3[CH:12]=[C:13]4[C:17](=[CH:18][CH:19]=3)[N:16]([C:20](=[O:28])[CH2:21][C:22]3[CH:27]=[CH:26][CH:25]=[CH:24][CH:23]=3)[CH2:15][CH2:14]4)=[CH:9][S:10][C:6]=2[C:5]([CH:29]2[CH2:30][CH2:31][N:32]([C:35]([O:37][C:38]([CH3:41])([CH3:40])[CH3:39])=[O:36])[CH2:33][CH2:34]2)=[CH:4][N:3]=1, predict the reactants needed to synthesize it. The reactants are: [NH2:1][C:2]1[C:7]2[C:8]([C:11]3[CH:12]=[C:13]4[C:17](=[CH:18][CH:19]=3)[N:16]([C:20](=[O:28])[CH2:21][C:22]3[CH:27]=[CH:26][CH:25]=[CH:24][CH:23]=3)[CH2:15][CH2:14]4)=[CH:9][S:10][C:6]=2[C:5]([C:29]2[CH2:30][CH2:31][N:32]([C:35]([O:37][C:38]([CH3:41])([CH3:40])[CH3:39])=[O:36])[CH2:33][CH:34]=2)=[CH:4][N:3]=1.CC1C=C2N=C3C(=NC(NC3=O)=O)N(C[C@H](O)[C@H](O)[C@H](O)CO)C2=CC=1C.O.O1CCCC1. (2) Given the product [CH2:28]1[CH:29]2[CH2:36][CH2:35][CH2:34][N:30]2[CH2:31][CH2:32][N:33]1[C:2]1[N:3]=[CH:4][C:5]([C:8]([NH:10][C:11]2[NH:12][N:13]=[C:14]([O:16][CH2:17][C:18]3[CH:23]=[C:22]([O:24][CH3:25])[CH:21]=[C:20]([O:26][CH3:27])[CH:19]=3)[CH:15]=2)=[O:9])=[N:6][CH:7]=1, predict the reactants needed to synthesize it. The reactants are: Cl[C:2]1[N:3]=[CH:4][C:5]([C:8]([NH:10][C:11]2[NH:12][N:13]=[C:14]([O:16][CH2:17][C:18]3[CH:23]=[C:22]([O:24][CH3:25])[CH:21]=[C:20]([O:26][CH3:27])[CH:19]=3)[CH:15]=2)=[O:9])=[N:6][CH:7]=1.[CH2:28]1[NH:33][CH2:32][CH2:31][N:30]2[CH2:34][CH2:35][CH2:36][CH:29]12.